This data is from Peptide-MHC class I binding affinity with 185,985 pairs from IEDB/IMGT. The task is: Regression. Given a peptide amino acid sequence and an MHC pseudo amino acid sequence, predict their binding affinity value. This is MHC class I binding data. (1) The peptide sequence is ESSIYVILK. The MHC is HLA-A03:01 with pseudo-sequence HLA-A03:01. The binding affinity (normalized) is 0.481. (2) The peptide sequence is LPDDFMGCVL. The MHC is HLA-B15:01 with pseudo-sequence HLA-B15:01. The binding affinity (normalized) is 0.151. (3) The peptide sequence is VLMLPVWFL. The MHC is HLA-A02:02 with pseudo-sequence HLA-A02:02. The binding affinity (normalized) is 1.00. (4) The peptide sequence is PEDPVEVALY. The MHC is HLA-A23:01 with pseudo-sequence HLA-A23:01. The binding affinity (normalized) is 0. (5) The peptide sequence is HSKRKCDEL. The MHC is HLA-A02:06 with pseudo-sequence HLA-A02:06. The binding affinity (normalized) is 0.349. (6) The peptide sequence is IIFDIYFAI. The MHC is HLA-A32:01 with pseudo-sequence HLA-A32:01. The binding affinity (normalized) is 1.00.